This data is from Reaction yield outcomes from USPTO patents with 853,638 reactions. The task is: Predict the reaction yield, written as a fraction of the theoretical maximum amount of product (1.0 means a 100% yield; for example, 0.34 means a 34% yield). (1) The reactants are [CH:1]1([O:6][C:7]2[C:16]([O:17][CH3:18])=[CH:15][CH:14]=[C:13]3[C:8]=2[CH:9]=[N:10][N:11]=[C:12]3[CH2:19][C:20]2[C:25]([Cl:26])=[CH:24][N:23]=[CH:22][C:21]=2[Cl:27])[CH2:5][CH2:4][CH2:3][CH2:2]1.ClC1C=CC=C(C(OO)=[O:36])C=1. The catalyst is C(Cl)Cl. The product is [CH:1]1([O:6][C:7]2[C:16]([O:17][CH3:18])=[CH:15][CH:14]=[C:13]3[C:8]=2[CH:9]=[N+:10]([O-:36])[N:11]=[C:12]3[CH2:19][C:20]2[C:21]([Cl:27])=[CH:22][N:23]=[CH:24][C:25]=2[Cl:26])[CH2:5][CH2:4][CH2:3][CH2:2]1. The yield is 0.640. (2) The reactants are [BH4-].[Na+].[O:3]=[C:4]1[CH:9]2[CH2:10][CH:6]([CH2:7][CH:8]2[NH:11][C:12](=[O:21])[O:13][CH2:14][C:15]2[CH:20]=[CH:19][CH:18]=[CH:17][CH:16]=2)[O:5]1.[Cl-].[Cl-].[Ca+2].Cl. The catalyst is C(O)C. The product is [OH:5][CH:6]1[CH2:7][CH:8]([NH:11][C:12](=[O:21])[O:13][CH2:14][C:15]2[CH:20]=[CH:19][CH:18]=[CH:17][CH:16]=2)[CH:9]([CH2:4][OH:3])[CH2:10]1. The yield is 0.750.